Dataset: Catalyst prediction with 721,799 reactions and 888 catalyst types from USPTO. Task: Predict which catalyst facilitates the given reaction. (1) Reactant: [C:1]([O:5][C:6](=[O:30])[NH:7][CH2:8][CH2:9][O:10][C:11]1[CH:16]=[CH:15][C:14]([Cl:17])=[CH:13][C:12]=1/[CH:18]=[C:19]1\[C:20](=[O:29])[NH:21][C:22]2[C:27]\1=[CH:26][CH:25]=[C:24]([Cl:28])[CH:23]=2)([CH3:4])([CH3:3])[CH3:2].[C:31]([O:35][C:36](O[C:36]([O:35][C:31]([CH3:34])([CH3:33])[CH3:32])=[O:37])=[O:37])([CH3:34])([CH3:33])[CH3:32]. Product: [C:31]([O:35][C:36]([N:21]1[C:22]2[C:27](=[CH:26][CH:25]=[C:24]([Cl:28])[CH:23]=2)/[C:19](=[CH:18]/[C:12]2[CH:13]=[C:14]([Cl:17])[CH:15]=[CH:16][C:11]=2[O:10][CH2:9][CH2:8][NH:7][C:6]([O:5][C:1]([CH3:4])([CH3:2])[CH3:3])=[O:30])/[C:20]1=[O:29])=[O:37])([CH3:34])([CH3:33])[CH3:32]. The catalyst class is: 79. (2) Reactant: [Si:1]([O:8][CH:9]([CH2:12][O:13][C:14]1[CH:19]=[CH:18][C:17]([CH2:20][CH2:21][CH2:22][CH2:23][CH2:24][CH2:25][CH2:26][CH3:27])=[CH:16][CH:15]=1)[C:10]#[N:11])([C:4]([CH3:7])([CH3:6])[CH3:5])([CH3:3])[CH3:2].N[C@H:29]([C:32]([O:34][CH3:35])=[O:33])[CH2:30][SH:31]. Product: [Si:1]([O:8][CH:9]([C:10]1[S:31][CH2:30][CH:29]([C:32]([O:34][CH3:35])=[O:33])[N:11]=1)[CH2:12][O:13][C:14]1[CH:19]=[CH:18][C:17]([CH2:20][CH2:21][CH2:22][CH2:23][CH2:24][CH2:25][CH2:26][CH3:27])=[CH:16][CH:15]=1)([C:4]([CH3:7])([CH3:6])[CH3:5])([CH3:2])[CH3:3]. The catalyst class is: 240. (3) Reactant: Cl[C:2]1[CH:9]=[CH:8][C:5]([C:6]#[N:7])=[CH:4][CH:3]=1.[S-2].[Na+].[Na+].Cl[CH2:14][CH2:15][CH3:16].O[O:18][S:19]([O-])=[O:20].[K+]. Product: [CH2:14]([S:19]([C:2]1[CH:9]=[CH:8][C:5]([C:6]#[N:7])=[CH:4][CH:3]=1)(=[O:20])=[O:18])[CH2:15][CH3:16]. The catalyst class is: 9. (4) Reactant: [Cl:1][C:2]1[CH:7]=[CH:6][C:5]([O:8][C:9]2[CH:14]=[CH:13][C:12]([CH2:15][CH2:16][N:17]([CH3:21])[C:18]([NH2:20])=[NH:19])=[CH:11][CH:10]=2)=[CH:4][C:3]=1[C:22]([F:25])([F:24])[F:23].[CH:26]([CH:28]([CH2:33][C:34]1[CH:35]=[N:36][C:37](OC)=[N:38][CH:39]=1)[C:29](OC)=O)=[O:27]. Product: [Cl:1][C:2]1[CH:7]=[CH:6][C:5]([O:8][C:9]2[CH:14]=[CH:13][C:12]([CH2:15][CH2:16][N:17]([CH3:21])[C:18]3[NH:20][CH:29]=[C:28]([CH2:33][C:34]4[CH:35]=[N:36][N:38]([CH3:37])[CH:39]=4)[C:26](=[O:27])[N:19]=3)=[CH:11][CH:10]=2)=[CH:4][C:3]=1[C:22]([F:23])([F:24])[F:25]. The catalyst class is: 37.